This data is from Full USPTO retrosynthesis dataset with 1.9M reactions from patents (1976-2016). The task is: Predict the reactants needed to synthesize the given product. (1) Given the product [CH3:1][O:2][C:3]([C:5]1[C:10]([NH2:11])=[CH:9][C:8]([C:12]([F:15])([F:14])[F:13])=[C:7]([C:21]2[CH:22]=[CH:23][C:18]([Cl:17])=[CH:19][C:20]=2[CH3:27])[N:6]=1)=[O:4], predict the reactants needed to synthesize it. The reactants are: [CH3:1][O:2][C:3]([C:5]1[C:10]([NH2:11])=[CH:9][C:8]([C:12]([F:15])([F:14])[F:13])=[C:7](Br)[N:6]=1)=[O:4].[Cl:17][C:18]1[CH:23]=[CH:22][C:21](B(O)O)=[C:20]([CH3:27])[CH:19]=1. (2) Given the product [Br:17][C:18]1[CH:23]=[CH:22][C:21]([NH:24][C:25]([NH:16][C:10]2[CH:11]=[CH:12][C:13]([O:14][CH3:15])=[C:8]([C:3]3[N:4]([CH3:7])[N:5]=[CH:6][C:2]=3[Cl:1])[CH:9]=2)=[O:26])=[CH:20][CH:19]=1, predict the reactants needed to synthesize it. The reactants are: [Cl:1][C:2]1[CH:6]=[N:5][N:4]([CH3:7])[C:3]=1[C:8]1[CH:9]=[C:10]([NH2:16])[CH:11]=[CH:12][C:13]=1[O:14][CH3:15].[Br:17][C:18]1[CH:23]=[CH:22][C:21]([N:24]=[C:25]=[O:26])=[CH:20][CH:19]=1. (3) The reactants are: C([C:3]1[N:8]=[C:7]2[C:9]([C:19](=[O:28])[NH:20][C@H:21]3[CH2:26][CH2:25][CH2:24][CH2:23][C@@H:22]3[OH:27])=[CH:10][N:11]([C:12](OC(C)(C)C)=O)[C:6]2=[CH:5][CH:4]=1)#N.BrC[C:31]1[CH:36]=[C:35]([F:37])[CH:34]=[CH:33][C:32]=1[F:38].C(=O)([O-])[O-].[Cs+].[Cs+]. Given the product [F:37][C:35]1[CH:36]=[CH:31][C:32]([F:38])=[CH:33][C:34]=1[CH2:12][N:11]1[C:6]2[C:7](=[N:8][CH:3]=[CH:4][CH:5]=2)[C:9]([C:19]([NH:20][C@H:21]2[CH2:26][CH2:25][CH2:24][CH2:23][C@@H:22]2[OH:27])=[O:28])=[CH:10]1, predict the reactants needed to synthesize it. (4) Given the product [C:9]([O:13][C:14]([NH:16][CH2:17][C@H:18]([N:23]1[CH2:24][CH2:25][N:26]([S:4]([CH2:3][CH:2]([CH3:8])[CH3:1])(=[O:6])=[O:5])[CH2:27][CH2:28]1)[C:19]([O:21][CH3:22])=[O:20])=[O:15])([CH3:12])([CH3:10])[CH3:11], predict the reactants needed to synthesize it. The reactants are: [CH3:1][C:2]([CH3:8])=[CH:3][S:4](Cl)(=[O:6])=[O:5].[C:9]([O:13][C:14]([NH:16][CH2:17][C@H:18]([N:23]1[CH2:28][CH2:27][NH:26][CH2:25][CH2:24]1)[C:19]([O:21][CH3:22])=[O:20])=[O:15])([CH3:12])([CH3:11])[CH3:10].C(N(CC)CC)C.O. (5) The reactants are: C(OC(=O)[NH:10][C@@H:11]1[CH2:16][CH2:15][CH2:14][CH2:13][C@@H:12]1[CH2:17][N:18]1[CH2:23][CH2:22][CH2:21][CH2:20][CH2:19]1)C1C=CC=CC=1. Given the product [N:18]1([CH2:17][C@H:12]2[CH2:13][CH2:14][CH2:15][CH2:16][C@H:11]2[NH2:10])[CH2:23][CH2:22][CH2:21][CH2:20][CH2:19]1, predict the reactants needed to synthesize it. (6) Given the product [Cl:1][C:2]1[C:7]([NH:8][C:9]2[C:18]3[C:13](=[CH:14][C:15]([O:27][CH2:33][CH2:32][F:31])=[CH:16][C:17]=3[O:19][CH:20]3[CH2:25][CH2:24][N:23]([CH3:26])[CH2:22][CH2:21]3)[N:12]=[CH:11][N:10]=2)=[C:6]2[O:28][CH2:29][O:30][C:5]2=[CH:4][CH:3]=1, predict the reactants needed to synthesize it. The reactants are: [Cl:1][C:2]1[C:7]([NH:8][C:9]2[C:18]3[C:13](=[CH:14][C:15]([OH:27])=[CH:16][C:17]=3[O:19][CH:20]3[CH2:25][CH2:24][N:23]([CH3:26])[CH2:22][CH2:21]3)[N:12]=[CH:11][N:10]=2)=[C:6]2[O:28][CH2:29][O:30][C:5]2=[CH:4][CH:3]=1.[F:31][CH2:32][CH2:33]O.